From a dataset of Reaction yield outcomes from USPTO patents with 853,638 reactions. Predict the reaction yield, written as a fraction of the theoretical maximum amount of product (1.0 means a 100% yield; for example, 0.34 means a 34% yield). The reactants are [NH2:1][C:2]1[CH:7]=[CH:6][C:5]([S:8]([N:11]([CH3:13])[CH3:12])(=[O:10])=[O:9])=[CH:4][C:3]=1[OH:14].[C:15]1(=O)[O:20][C:18](=[O:19])[C:17]2=[CH:21][CH:22]=[CH:23][CH:24]=[C:16]12. The catalyst is CC(O)=O.O. The product is [O:19]=[C:18]1[C:17]2[C:16](=[CH:24][CH:23]=[CH:22][CH:21]=2)[C:15](=[O:20])[N:1]1[C:2]1[CH:7]=[CH:6][C:5]([S:8]([N:11]([CH3:12])[CH3:13])(=[O:10])=[O:9])=[CH:4][C:3]=1[OH:14]. The yield is 0.740.